From a dataset of Acute oral toxicity (LD50) regression data from Zhu et al.. Regression/Classification. Given a drug SMILES string, predict its toxicity properties. Task type varies by dataset: regression for continuous values (e.g., LD50, hERG inhibition percentage) or binary classification for toxic/non-toxic outcomes (e.g., AMES mutagenicity, cardiotoxicity, hepatotoxicity). Dataset: ld50_zhu. (1) The drug is CCCCOC(=O)Cc1ccc(N(CCCl)CCCl)cc1. The rat oral LD50 is 4.22, given as -log10 of the dose in mol/kg body weight (higher means more acutely toxic). (2) The drug is ClC1(Cl)C2(Cl)C3C4(Cl)C1(Cl)C1(Cl)C4(Cl)C(Cl)(Cl)C3(Cl)C21Cl. The rat oral LD50 is 3.41, given as -log10 of the dose in mol/kg body weight (higher means more acutely toxic). (3) The compound is CC1CN(CCCCCCCCNC(=O)Oc2ccc3c(c2)C2(C)CCN(C)C2N3C)CC(C)O1. The rat oral LD50 is 3.94, given as -log10 of the dose in mol/kg body weight (higher means more acutely toxic).